Dataset: Forward reaction prediction with 1.9M reactions from USPTO patents (1976-2016). Task: Predict the product of the given reaction. (1) Given the reactants [CH3:1][C:2]1[CH:7]=[C:6]([C:8]([OH:10])=[O:9])[CH:5]=[CH:4][C:3]=1[C:11]1[C:12]([C:17](O)=[O:18])=[CH:13][CH:14]=[CH:15][CH:16]=1, predict the reaction product. The product is: [CH3:1][C:2]1[C:3]2[C:11]3[C:12](=[CH:13][CH:14]=[CH:15][CH:16]=3)[C:17](=[O:18])[C:4]=2[CH:5]=[C:6]([C:8]([OH:10])=[O:9])[CH:7]=1. (2) The product is: [CH3:39][C@H:35]1[N:36]([CH2:6][CH2:7][C@H:8]2[C:13]3[CH:14]=[CH:15][C:16]([N:18]4[CH2:19][CH2:20][S:21][CH2:22][CH2:23]4)=[CH:17][C:12]=3[CH2:11][CH2:10][O:9]2)[CH2:37][CH2:38][N:33]([C:30]2[C:29]3[CH:40]=[CH:41][C:26]([C:24]#[N:25])=[CH:27][C:28]=3[S:32][CH:31]=2)[CH2:34]1. Given the reactants CS(O[CH2:6][CH2:7][C@H:8]1[C:13]2[CH:14]=[CH:15][C:16]([N:18]3[CH2:23][CH2:22][S:21][CH2:20][CH2:19]3)=[CH:17][C:12]=2[CH2:11][CH2:10][O:9]1)(=O)=O.[C:24]([C:26]1[CH:41]=[CH:40][C:29]2[C:30]([N:33]3[CH2:38][CH2:37][NH:36][C@H:35]([CH3:39])[CH2:34]3)=[CH:31][S:32][C:28]=2[CH:27]=1)#[N:25], predict the reaction product. (3) Given the reactants Br[C:2]1[C:3]([CH3:20])=[C:4]2[CH2:18][CH2:17][N:16]([CH3:19])[C:5]2=[N:6][C:7]=1[CH2:8][CH2:9][CH2:10][CH2:11][CH2:12][CH2:13][CH2:14][CH3:15].CN(C)CCN(C)C.[Li]CCCC.COB(OC)OC.[C:41]([O:44]O)(=[O:43])[CH3:42].C(N(CC)CC)C.C(OC(=O)C)(=O)C, predict the reaction product. The product is: [C:41]([O:44][C:2]1[C:3]([CH3:20])=[C:4]2[CH2:18][CH2:17][N:16]([CH3:19])[C:5]2=[N:6][C:7]=1[CH2:8][CH2:9][CH2:10][CH2:11][CH2:12][CH2:13][CH2:14][CH3:15])(=[O:43])[CH3:42]. (4) Given the reactants [OH:1][C@@H:2]([C:4]1[CH:13]=[CH:12][C:7]([C:8]([O:10][CH3:11])=[O:9])=[CH:6][CH:5]=1)[CH3:3].[Br:14][C:15]1[CH:16]=[C:17](O)[CH:18]=[CH:19][CH:20]=1.C1(P(C2C=CC=CC=2)C2C=CC=CC=2)C=CC=CC=1.CC(OC(/N=N/C(OC(C)C)=O)=O)C, predict the reaction product. The product is: [Br:14][C:15]1[CH:20]=[C:19]([CH:18]=[CH:17][CH:16]=1)[O:1][C@H:2]([C:4]1[CH:13]=[CH:12][C:7]([C:8]([O:10][CH3:11])=[O:9])=[CH:6][CH:5]=1)[CH3:3]. (5) Given the reactants Cl[C:2]1[CH:7]=[CH:6][N:5]=[C:4]([CH2:8][OH:9])[CH:3]=1.[NH:10]1[C:18]2[C:13](=[CH:14][C:15]([OH:19])=[CH:16][CH:17]=2)[CH:12]=[CH:11]1.C(=O)([O-])[O-].[Cs+].[Cs+].C(Cl)Cl, predict the reaction product. The product is: [NH:10]1[C:18]2[C:13](=[CH:14][C:15]([O:19][C:2]3[CH:7]=[CH:6][N:5]=[C:4]([CH2:8][OH:9])[CH:3]=3)=[CH:16][CH:17]=2)[CH:12]=[CH:11]1. (6) Given the reactants [NH2:1][C:2]1[CH:9]=[C:8]([NH2:10])[CH:7]=[CH:6][C:3]=1[CH:4]=O.C[CH2:12][C:13](=O)[C:14]([O-:16])=[O:15].N1CCCC[CH2:19]1, predict the reaction product. The product is: [CH3:19][O:16][C:14]([C:13]1[CH:12]=[CH:4][C:3]2[C:2](=[CH:9][C:8]([NH2:10])=[CH:7][CH:6]=2)[N:1]=1)=[O:15]. (7) Given the reactants [O:1]=[C:2]1[CH2:6][CH2:5][CH2:4][N:3]1[C:7]1[CH:8]=[C:9]([CH:13]=[C:14]([O:16][CH2:17][CH2:18][CH2:19][CH2:20][CH3:21])[CH:15]=1)[C:10]([OH:12])=O.C1C=CC2N(O)N=NC=2C=1.CCN=C=NCCCN(C)C.Cl.Cl.[CH2:45]([O:52][C:53](=[O:67])[NH:54][CH2:55][C@@H:56]([OH:66])[C@@H:57]([NH2:65])[CH2:58][C:59]1[CH:64]=[CH:63][CH:62]=[CH:61][CH:60]=1)[C:46]1[CH:51]=[CH:50][CH:49]=[CH:48][CH:47]=1, predict the reaction product. The product is: [CH2:45]([O:52][C:53](=[O:67])[NH:54][CH2:55][C@@H:56]([OH:66])[C@@H:57]([NH:65][C:10]([C:9]1[CH:13]=[C:14]([O:16][CH2:17][CH2:18][CH2:19][CH2:20][CH3:21])[CH:15]=[C:7]([N:3]2[CH2:4][CH2:5][CH2:6][C:2]2=[O:1])[CH:8]=1)=[O:12])[CH2:58][C:59]1[CH:64]=[CH:63][CH:62]=[CH:61][CH:60]=1)[C:46]1[CH:47]=[CH:48][CH:49]=[CH:50][CH:51]=1. (8) Given the reactants Br[C:2]1[CH:24]=[C:23]([Cl:25])[C:5]([C:6]([C:8]2[C:16]3[C:11](=[C:12]([NH:17][C:18]([CH:20]4[CH2:22][CH2:21]4)=[O:19])[N:13]=[CH:14][CH:15]=3)[NH:10][CH:9]=2)=[O:7])=[C:4]([Cl:26])[CH:3]=1.[CH3:27][C:28]1[C:32](B(O)O)=[C:31]([CH3:36])[O:30][N:29]=1.O1CCOCC1.C(=O)([O-])[O-].[K+].[K+], predict the reaction product. The product is: [Cl:25][C:23]1[CH:24]=[C:2]([C:32]2[C:28]([CH3:27])=[N:29][O:30][C:31]=2[CH3:36])[CH:3]=[C:4]([Cl:26])[C:5]=1[C:6]([C:8]1[C:16]2[C:11](=[C:12]([NH:17][C:18]([CH:20]3[CH2:22][CH2:21]3)=[O:19])[N:13]=[CH:14][CH:15]=2)[NH:10][CH:9]=1)=[O:7].